From a dataset of Reaction yield outcomes from USPTO patents with 853,638 reactions. Predict the reaction yield, written as a fraction of the theoretical maximum amount of product (1.0 means a 100% yield; for example, 0.34 means a 34% yield). The reactants are Br[C:2]1[CH:8]=[CH:7][C:5]([NH2:6])=[C:4]([CH2:9][CH3:10])[CH:3]=1.[CH3:11][PH:12](=[O:14])[CH3:13].P([O-])([O-])([O-])=O.[K+].[K+].[K+]. The catalyst is CN(C=O)C.C([O-])(=O)C.[Pd+2].C([O-])(=O)C.CC1(C)C2C(=C(P(C3C=CC=CC=3)C3C=CC=CC=3)C=CC=2)OC2C(P(C3C=CC=CC=3)C3C=CC=CC=3)=CC=CC1=2. The product is [CH3:11][P:12]([C:2]1[CH:8]=[CH:7][C:5]([NH2:6])=[C:4]([CH2:9][CH3:10])[CH:3]=1)([CH3:13])=[O:14]. The yield is 0.780.